Dataset: Full USPTO retrosynthesis dataset with 1.9M reactions from patents (1976-2016). Task: Predict the reactants needed to synthesize the given product. (1) Given the product [CH2:1]([C:4]1[C:5]([Br:11])=[CH:6][N:7]=[CH:8][C:9]=1[CH:26]([OH:27])[C:24]1[CH:23]=[CH:22][C:19]([C:20]#[N:21])=[C:18]([F:17])[CH:25]=1)[CH:2]=[CH2:3], predict the reactants needed to synthesize it. The reactants are: [CH2:1]([C:4]1[C:9](Br)=[CH:8][N:7]=[CH:6][C:5]=1[Br:11])[CH:2]=[CH2:3].[Li]CCCC.[F:17][C:18]1[CH:25]=[C:24]([CH:26]=[O:27])[CH:23]=[CH:22][C:19]=1[C:20]#[N:21]. (2) Given the product [Cl:1][C:2]1[CH:3]=[CH:4][C:5]([N:8]2[C:13](=[O:14])[C:12]3[CH:15]=[N:16][N:17]([C:18]4[CH:19]=[CH:20][CH:21]=[CH:22][CH:23]=4)[C:11]=3[N:10]=[C:9]2[C:24]2[CH:29]=[CH:28][C:27]([C:30]3[CH:34]=[CH:33][N:32]([CH3:35])[N:31]=3)=[CH:26][CH:25]=2)=[CH:6][CH:7]=1, predict the reactants needed to synthesize it. The reactants are: [Cl:1][C:2]1[CH:7]=[CH:6][C:5]([N:8]2[C:13](=[O:14])[C:12]3[CH:15]=[N:16][N:17]([C:18]4[CH:23]=[CH:22][CH:21]=[CH:20][CH:19]=4)[C:11]=3[N:10]=[C:9]2[C:24]2[CH:29]=[CH:28][C:27]([C:30]3[CH:34]=[CH:33][NH:32][N:31]=3)=[CH:26][CH:25]=2)=[CH:4][CH:3]=1.[C:35]([O-])([O-])=O.[K+].[K+].CI.O. (3) Given the product [F:37][C:38]1([F:44])[CH2:43][CH2:42][N:41]([C:2]2[CH:3]=[CH:4][C:5]([F:36])=[C:6]([CH:35]=2)[CH2:7][N:8]2[C:12]3[CH:13]=[C:14]([O:17][CH2:18][C:19]4[CH:24]=[CH:23][C:22]([CH3:25])=[CH:21][N:20]=4)[CH:15]=[CH:16][C:11]=3[N:10]=[C:9]2[C@H:26]2[CH2:31][CH2:30][CH2:29][CH2:28][C@H:27]2[C:32]([OH:34])=[O:33])[CH2:40][CH2:39]1, predict the reactants needed to synthesize it. The reactants are: Br[C:2]1[CH:3]=[CH:4][C:5]([F:36])=[C:6]([CH:35]=1)[CH2:7][N:8]1[C:12]2[CH:13]=[C:14]([O:17][CH2:18][C:19]3[CH:24]=[CH:23][C:22]([CH3:25])=[CH:21][N:20]=3)[CH:15]=[CH:16][C:11]=2[N:10]=[C:9]1[C@H:26]1[CH2:31][CH2:30][CH2:29][CH2:28][C@H:27]1[C:32]([OH:34])=[O:33].[F:37][C:38]1([F:44])[CH2:43][CH2:42][NH:41][CH2:40][CH2:39]1. (4) Given the product [C:20]([O:24][C:25]([N:27]1[CH2:32][CH2:31][N:30]([C:33]2[CH:34]=[CH:35][C:36]([NH:39][C:2]([O:4][C:5]3[CH:10]=[CH:9][C:8]([N+:11]([O-:13])=[O:12])=[CH:7][CH:6]=3)=[O:3])=[CH:37][CH:38]=2)[CH2:29][CH2:28]1)=[O:26])([CH3:23])([CH3:21])[CH3:22], predict the reactants needed to synthesize it. The reactants are: Cl[C:2]([O:4][C:5]1[CH:10]=[CH:9][C:8]([N+:11]([O-:13])=[O:12])=[CH:7][CH:6]=1)=[O:3].N1C=CC=CC=1.[C:20]([O:24][C:25]([N:27]1[CH2:32][CH2:31][N:30]([C:33]2[CH:38]=[CH:37][C:36]([NH2:39])=[CH:35][CH:34]=2)[CH2:29][CH2:28]1)=[O:26])([CH3:23])([CH3:22])[CH3:21]. (5) Given the product [CH2:15]([C:2]1([CH2:28][CH:23]=[CH2:24])[C:1](=[O:7])[CH2:5][CH2:4][CH2:8][C:3]1=[O:6])[CH:14]=[CH2:13], predict the reactants needed to synthesize it. The reactants are: [C:1]1(=[O:7])[CH2:5][CH2:4][C:3](=[O:6])[CH2:2]1.[C:8]([O-])(=O)C.N12CCCN=C1CC[CH2:15][CH2:14][CH2:13]2.[C:23]1(P(C2C=CC=CC=2)C2C=CC=CC=2)[CH:28]=CC=C[CH:24]=1. (6) The reactants are: [Cl:1][C:2]1[C:10]2[C:5](=[CH:6][CH:7]=[C:8]([C:11]3[N:15]=[C:14]([C:16]4[CH:21]=[CH:20][C:19]([O:22][CH:23]([CH3:25])[CH3:24])=[C:18]([Cl:26])[CH:17]=4)[O:13][N:12]=3)[CH:9]=2)[NH:4][CH:3]=1.Br[CH2:28][CH2:29][C:30]([O:32]CC)=[O:31].Cl.[OH-].[Na+:37]. Given the product [Cl:1][C:2]1[C:10]2[C:5](=[CH:6][CH:7]=[C:8]([C:11]3[N:15]=[C:14]([C:16]4[CH:21]=[CH:20][C:19]([O:22][CH:23]([CH3:24])[CH3:25])=[C:18]([Cl:26])[CH:17]=4)[O:13][N:12]=3)[CH:9]=2)[N:4]([CH2:28][CH2:29][C:30]([O-:32])=[O:31])[CH:3]=1.[Na+:37], predict the reactants needed to synthesize it. (7) Given the product [CH2:1]([C:3]1[C:4]([C:11]([O:13][CH2:14][C:15]2[CH:20]=[CH:19][CH:18]=[CH:17][CH:16]=2)=[O:12])=[C:5]([CH:9]=[O:10])[NH:6][C:7]=1[C:35]1[O:36][C:32]([CH3:31])=[CH:33][CH:34]=1)[CH3:2], predict the reactants needed to synthesize it. The reactants are: [CH2:1]([C:3]1[C:4]([C:11]([O:13][CH2:14][C:15]2[CH:20]=[CH:19][CH:18]=[CH:17][CH:16]=2)=[O:12])=[C:5]([CH:9]=[O:10])[NH:6][C:7]=1I)[CH3:2].FC1C=CC(B(O)O)=CC=1.[CH3:31][C:32]1[O:36][C:35](B(O)O)=[CH:34][CH:33]=1.